Dataset: Reaction yield outcomes from USPTO patents with 853,638 reactions. Task: Predict the reaction yield, written as a fraction of the theoretical maximum amount of product (1.0 means a 100% yield; for example, 0.34 means a 34% yield). (1) The yield is 0.730. The reactants are [CH3:13][C:12]([O:11][C:9](O[C:9]([O:11][C:12]([CH3:15])([CH3:14])[CH3:13])=[O:10])=[O:10])([CH3:15])[CH3:14].[Br:16][C:17]1[N:18]=[C:19]([C:24]2[N:28]=[C:27]([CH3:29])[O:26][N:25]=2)[C:20]([NH2:23])=[N:21][CH:22]=1. The catalyst is CN(C1C=CN=CC=1)C.C(Cl)Cl. The product is [Br:16][C:17]1[N:18]=[C:19]([C:24]2[N:28]=[C:27]([CH3:29])[O:26][N:25]=2)[C:20]([N:23]([C:9]([O:11][C:12]([CH3:13])([CH3:14])[CH3:15])=[O:10])[C:9](=[O:10])[O:11][C:12]([CH3:15])([CH3:14])[CH3:13])=[N:21][CH:22]=1. (2) The reactants are Br[C:2]1[S:3][C:4]([Br:7])=[CH:5][N:6]=1.[CH3:8][N:9]1[CH2:14][CH2:13][NH:12][CH2:11][CH2:10]1. The product is [Br:7][C:4]1[S:3][C:2]([N:12]2[CH2:13][CH2:14][N:9]([CH3:8])[CH2:10][CH2:11]2)=[N:6][CH:5]=1. The catalyst is CN(C1C=CN=CC=1)C.C(O)CCC. The yield is 0.650. (3) The reactants are CC1(C)C(C)(C)OB([C:9]2[CH:22]=[CH:21][C:20]3[C:19]4[C:14](=[CH:15][C:16](B5OC(C)(C)C(C)(C)O5)=[CH:17][CH:18]=4)[CH2:13][CH2:12][C:11]=3[CH:10]=2)O1.[C:33]([O:37][C:38]([N:40]1[CH2:44][CH2:43][CH2:42][CH:41]1[C:45]1[NH:46][CH:47]=[C:48](Br)[N:49]=1)=[O:39])([CH3:36])([CH3:35])[CH3:34].[C:51]([O-:54])(O)=[O:52].[Na+]. The catalyst is COCCOC.O.C1C=CC([P]([Pd]([P](C2C=CC=CC=2)(C2C=CC=CC=2)C2C=CC=CC=2)([P](C2C=CC=CC=2)(C2C=CC=CC=2)C2C=CC=CC=2)[P](C2C=CC=CC=2)(C2C=CC=CC=2)C2C=CC=CC=2)(C2C=CC=CC=2)C2C=CC=CC=2)=CC=1. The product is [C:33]([O:37][C:38]([N:40]1[CH2:44][CH2:43][CH2:42][CH:41]1[C:45]1[NH:49][C:48]([C:9]2[CH:10]=[CH:11][C:20]3[C:19]4[C:14](=[CH:15][C:16]([C:48]5[NH:49][C:45]([CH:41]6[CH2:42][CH2:43][CH2:44][N:40]6[C:51]([O:54][C:33]([CH3:36])([CH3:35])[CH3:34])=[O:52])=[N:46][CH:47]=5)=[CH:17][CH:18]=4)[CH2:13][CH2:12][C:21]=3[CH:22]=2)=[CH:47][N:46]=1)=[O:39])([CH3:36])([CH3:35])[CH3:34]. The yield is 0.240. (4) The reactants are Br[C:2]1[CH:3]=[C:4]2[C:8](=[CH:9][CH:10]=1)[NH:7][N:6]=[CH:5]2.[F:11][C:12]1[CH:17]=[C:16]([O:18][CH3:19])[CH:15]=[CH:14][C:13]=1B(O)O.C([O-])([O-])=O.[K+].[K+]. The catalyst is C1C=CC([P]([Pd]([P](C2C=CC=CC=2)(C2C=CC=CC=2)C2C=CC=CC=2)([P](C2C=CC=CC=2)(C2C=CC=CC=2)C2C=CC=CC=2)[P](C2C=CC=CC=2)(C2C=CC=CC=2)C2C=CC=CC=2)(C2C=CC=CC=2)C2C=CC=CC=2)=CC=1. The product is [F:11][C:12]1[CH:17]=[C:16]([O:18][CH3:19])[CH:15]=[CH:14][C:13]=1[C:2]1[CH:10]=[CH:9][C:8]2[C:4](=[CH:5][NH:6][N:7]=2)[CH:3]=1. The yield is 0.360.